This data is from Full USPTO retrosynthesis dataset with 1.9M reactions from patents (1976-2016). The task is: Predict the reactants needed to synthesize the given product. (1) Given the product [NH2:6][C:7]1[C:12]2[C:13]([C:16]3[CH:17]=[CH:18][C:19]([NH:22][C:23]([NH:25][C:26]4[CH:31]=[CH:30][CH:29]=[C:28]([F:32])[CH:27]=4)=[O:24])=[CH:20][CH:21]=3)=[CH:14][S:15][C:11]=2[C:10]([C:33]2[CH:34]=[N:35][N:36]([CH2:38][CH2:39][OH:40])[CH:37]=2)=[CH:9][N:8]=1.[CH3:2][S:1]([OH:5])(=[O:4])=[O:3], predict the reactants needed to synthesize it. The reactants are: [S:1]([OH:5])(=[O:4])(=[O:3])[CH3:2].[NH2:6][C:7]1[C:12]2[C:13]([C:16]3[CH:21]=[CH:20][C:19]([NH:22][C:23]([NH:25][C:26]4[CH:31]=[CH:30][CH:29]=[C:28]([F:32])[CH:27]=4)=[O:24])=[CH:18][CH:17]=3)=[CH:14][S:15][C:11]=2[C:10]([C:33]2[CH:34]=[N:35][N:36]([CH2:38][CH2:39][OH:40])[CH:37]=2)=[CH:9][N:8]=1.CN(C)C=O. (2) Given the product [CH:1]1[C:6]2[CH2:7][CH2:8][CH2:9][C:5]=2[CH:4]=[C:3]([CH2:10][OH:11])[N:2]=1, predict the reactants needed to synthesize it. The reactants are: [CH:1]1[C:6]2[CH2:7][CH2:8][CH2:9][C:5]=2[CH:4]=[C:3]([C:10](OCC)=[O:11])[N:2]=1.C1COCC1.[H-].[H-].[H-].[H-].[Li+].[Al+3].[OH-].[Na+]. (3) Given the product [CH3:9][N:6]1[CH2:7][CH2:8][CH:3]([C:2]([C:10]2[CH:15]=[CH:14][CH:13]=[CH:12][CH:11]=2)=[O:23])[CH2:4][CH2:5]1, predict the reactants needed to synthesize it. The reactants are: Cl[CH:2]([C:10]1[CH:15]=[CH:14][CH:13]=[CH:12][CH:11]=1)[CH:3]1[CH2:8][CH2:7][N:6]([CH3:9])[CH2:5][CH2:4]1.N1CCNCC1.C([O-])([O-])=[O:23].[K+].[K+]. (4) Given the product [F:1][C:2]([F:13])([F:14])[C:3]1[CH:8]=[CH:7][CH:6]=[CH:5][C:4]=1[CH2:9][C:10]([O:12][C:15]([CH3:18])([CH3:17])[CH3:16])=[O:11], predict the reactants needed to synthesize it. The reactants are: [F:1][C:2]([F:14])([F:13])[C:3]1[CH:8]=[CH:7][CH:6]=[CH:5][C:4]=1[CH2:9][C:10]([OH:12])=[O:11].[C:15](OC(O[C:15]([CH3:18])([CH3:17])[CH3:16])N(C)C)([CH3:18])([CH3:17])[CH3:16]. (5) Given the product [CH2:3]([NH:5][CH2:6][CH2:7][CH2:8][O:9][C:10]1[CH:15]=[CH:14][C:13]([C:16]2[CH:21]=[CH:20][C:19]([C:22]([OH:24])=[O:23])=[CH:18][CH:17]=2)=[CH:12][C:11]=1[C:27]1[CH:36]=[CH:35][C:34]2[C:33]([CH3:38])([CH3:37])[CH2:32][CH2:31][C:30]([CH3:39])([CH3:40])[C:29]=2[CH:28]=1)[CH3:4], predict the reactants needed to synthesize it. The reactants are: [OH-].[Na+].[CH2:3]([NH:5][CH2:6][CH2:7][CH2:8][O:9][C:10]1[CH:15]=[CH:14][C:13]([C:16]2[CH:21]=[CH:20][C:19]([C:22]([O:24]CC)=[O:23])=[CH:18][CH:17]=2)=[CH:12][C:11]=1[C:27]1[CH:36]=[CH:35][C:34]2[C:33]([CH3:38])([CH3:37])[CH2:32][CH2:31][C:30]([CH3:40])([CH3:39])[C:29]=2[CH:28]=1)[CH3:4].